This data is from Full USPTO retrosynthesis dataset with 1.9M reactions from patents (1976-2016). The task is: Predict the reactants needed to synthesize the given product. (1) Given the product [C:8]1([C:14]2[CH:19]=[C:18]([CH:20]3[CH2:21][CH2:22][N:23]([CH:47]4[CH2:48][O:49][C:44]([CH3:51])([CH3:43])[O:45][CH2:46]4)[CH2:24][CH2:25]3)[CH:17]=[CH:16][C:15]=2[NH:26][C:27]([C:29]2[NH:30][CH:31]=[C:32]([C:34]#[N:35])[N:33]=2)=[O:28])[CH2:13][CH2:12][CH2:11][CH2:10][CH:9]=1, predict the reactants needed to synthesize it. The reactants are: FC(F)(F)C(O)=O.[C:8]1([C:14]2[CH:19]=[C:18]([CH:20]3[CH2:25][CH2:24][NH:23][CH2:22][CH2:21]3)[CH:17]=[CH:16][C:15]=2[NH:26][C:27]([C:29]2[NH:30][CH:31]=[C:32]([C:34]#[N:35])[N:33]=2)=[O:28])[CH2:13][CH2:12][CH2:11][CH2:10][CH:9]=1.CCN(CC)CC.[CH3:43][C:44]1([CH3:51])[O:49][CH2:48][C:47](=O)[CH2:46][O:45]1.[BH-](OC(C)=O)(OC(C)=O)OC(C)=O.[Na+]. (2) Given the product [Br:1][C:2]1[CH:10]=[CH:9][C:8]([F:11])=[CH:7][C:3]=1[C:4]([N:6]=[C:14]([N:16]([CH3:18])[CH3:17])[CH3:15])=[O:5], predict the reactants needed to synthesize it. The reactants are: [Br:1][C:2]1[CH:10]=[CH:9][C:8]([F:11])=[CH:7][C:3]=1[C:4]([NH2:6])=[O:5].CO[C:14](OC)([N:16]([CH3:18])[CH3:17])[CH3:15]. (3) Given the product [CH3:16][C:14]1[CH:13]=[N:12][CH:11]=[C:10]([C:8]#[C:7][C:1]2[CH:6]=[CH:5][CH:4]=[CH:3][CH:2]=2)[CH:15]=1, predict the reactants needed to synthesize it. The reactants are: [C:1]1([C:7]#[CH:8])[CH:6]=[CH:5][CH:4]=[CH:3][CH:2]=1.Br[C:10]1[CH:11]=[N:12][CH:13]=[C:14]([CH3:16])[CH:15]=1.